From a dataset of Peptide-MHC class II binding affinity with 134,281 pairs from IEDB. Regression. Given a peptide amino acid sequence and an MHC pseudo amino acid sequence, predict their binding affinity value. This is MHC class II binding data. (1) The peptide sequence is GELQIVDKIDDAFKI. The MHC is DRB3_0202 with pseudo-sequence DRB3_0202. The binding affinity (normalized) is 0.121. (2) The peptide sequence is QKYVNNTATLLMTSL. The MHC is HLA-DPA10301-DPB10402 with pseudo-sequence HLA-DPA10301-DPB10402. The binding affinity (normalized) is 0.997. (3) The peptide sequence is EVLGFRMVQDERVGR. The MHC is DRB5_0101 with pseudo-sequence DRB5_0101. The binding affinity (normalized) is 0.430. (4) The peptide sequence is GAMVATNFFGINTIP. The MHC is HLA-DQA10102-DQB10502 with pseudo-sequence HLA-DQA10102-DQB10502. The binding affinity (normalized) is 0.173. (5) The peptide sequence is NALSVLDKIYTSPLC. The MHC is DRB1_1001 with pseudo-sequence DRB1_1001. The binding affinity (normalized) is 0.659. (6) The peptide sequence is IVLASAALGPLIEGN. The MHC is DRB1_0404 with pseudo-sequence DRB1_0404. The binding affinity (normalized) is 0.626. (7) The peptide sequence is GELQIVDKYDAAFKI. The MHC is DRB3_0101 with pseudo-sequence DRB3_0101. The binding affinity (normalized) is 0.702. (8) The peptide sequence is ILRHPGFTLMAAILA. The MHC is DRB1_1501 with pseudo-sequence DRB1_1501. The binding affinity (normalized) is 0.602. (9) The peptide sequence is AIDRPAEARKVCYNA. The MHC is DRB1_1501 with pseudo-sequence DRB1_1501. The binding affinity (normalized) is 0. (10) The peptide sequence is YDKFLANVSTVLTGW. The MHC is DRB1_1101 with pseudo-sequence DRB1_1101. The binding affinity (normalized) is 0.542.